This data is from Full USPTO retrosynthesis dataset with 1.9M reactions from patents (1976-2016). The task is: Predict the reactants needed to synthesize the given product. (1) Given the product [CH2:20]([C:19]([C:16]1[CH:15]=[CH:14][C:13]([C:11]2[CH:12]=[C:7]([CH2:6][C:5]([OH:39])=[O:4])[CH:8]=[N:9][CH:10]=2)=[CH:18][CH:17]=1)([C:22]1[CH:27]=[CH:26][C:25]([CH2:28][CH2:29][C:30]([CH2:31][CH3:32])([OH:33])[CH2:34][CH3:35])=[C:24]([CH3:36])[CH:23]=1)[CH2:37][CH3:38])[CH3:21], predict the reactants needed to synthesize it. The reactants are: [OH-].[Na+].C[O:4][C:5](=[O:39])[CH2:6][C:7]1[CH:8]=[N:9][CH:10]=[C:11]([C:13]2[CH:18]=[CH:17][C:16]([C:19]([CH2:37][CH3:38])([C:22]3[CH:27]=[CH:26][C:25]([CH2:28][CH2:29][C:30]([CH2:34][CH3:35])([OH:33])[CH2:31][CH3:32])=[C:24]([CH3:36])[CH:23]=3)[CH2:20][CH3:21])=[CH:15][CH:14]=2)[CH:12]=1.[Cl-].[NH4+]. (2) Given the product [CH:1]1([CH2:4][O:5][C:6]2[CH:7]=[C:8]([CH3:19])[C:9]([C:13]3[N:14]=[C:15]([NH:18][C:28](=[O:35])[C:29]4[CH:34]=[CH:33][N:32]=[CH:31][CH:30]=4)[S:16][CH:17]=3)=[C:10]([CH3:12])[CH:11]=2)[CH2:3][CH2:2]1, predict the reactants needed to synthesize it. The reactants are: [CH:1]1([CH2:4][O:5][C:6]2[CH:11]=[C:10]([CH3:12])[C:9]([C:13]3[N:14]=[C:15]([NH2:18])[S:16][CH:17]=3)=[C:8]([CH3:19])[CH:7]=2)[CH2:3][CH2:2]1.C(N(CC)CC)C.Cl.[C:28](Cl)(=[O:35])[C:29]1[CH:34]=[CH:33][N:32]=[CH:31][CH:30]=1.